From a dataset of Full USPTO retrosynthesis dataset with 1.9M reactions from patents (1976-2016). Predict the reactants needed to synthesize the given product. Given the product [C:7]([O:11][C:12]([N:14]1[CH2:21][C:20]2=[C:19]3[N:18]([N:17]=[C:16]2[CH2:15]1)[CH:3]=[C:2]([Br:1])[CH:5]=[N:22]3)=[O:13])([CH3:10])([CH3:8])[CH3:9], predict the reactants needed to synthesize it. The reactants are: [Br:1][CH:2]([CH:5]=O)[CH:3]=O.[C:7]([O:11][C:12]([N:14]1[CH2:21][C:20]2[C:16](=[N:17][NH:18][C:19]=2[NH2:22])[CH2:15]1)=[O:13])([CH3:10])([CH3:9])[CH3:8].